From a dataset of Full USPTO retrosynthesis dataset with 1.9M reactions from patents (1976-2016). Predict the reactants needed to synthesize the given product. (1) Given the product [CH3:31][O:19][C:18](=[O:20])[C:17]1[CH:21]=[CH:22][CH:23]=[N:24][C:16]=1[O:15][C:14]1[CH:25]=[CH:26][C:11]([CH2:10][C@H:9]([NH:8][C:6]([O:5][C:1]([CH3:3])([CH3:4])[CH3:2])=[O:7])[CH2:27][OH:28])=[CH:12][CH:13]=1, predict the reactants needed to synthesize it. The reactants are: [C:1]([O:5][C:6]([NH:8][C@H:9]([CH2:27][OH:28])[CH2:10][C:11]1[CH:26]=[CH:25][C:14]([O:15][C:16]2[N:24]=[CH:23][CH:22]=[CH:21][C:17]=2[C:18]([OH:20])=[O:19])=[CH:13][CH:12]=1)=[O:7])([CH3:4])([CH3:3])[CH3:2].CI.[C:31](=O)([O-])[O-].[K+].[K+]. (2) Given the product [OH:29][NH:28][C:18]([C@@H:9]([NH:8][C:6]([O:5][C:2]([CH3:4])([CH3:3])[CH3:1])=[O:7])[CH2:10][CH2:11][C:12]1[CH:17]=[CH:16][CH:15]=[CH:14][CH:13]=1)=[O:20], predict the reactants needed to synthesize it. The reactants are: [CH3:1][C:2]([O:5][C:6]([NH:8][C@H:9]([C:18]([OH:20])=O)[CH2:10][CH2:11][C:12]1[CH:17]=[CH:16][CH:15]=[CH:14][CH:13]=1)=[O:7])([CH3:4])[CH3:3].C[Si](C=[N+]=[N-])(C)C.[NH2:28][OH:29].Cl.[OH-].[K+].Cl. (3) Given the product [CH2:1]([O:3][C:4]([C:6]1[CH:11]=[CH:10][CH:9]=[C:8]([S:17][Si:16]([CH:18]([CH3:20])[CH3:19])([CH:21]([CH3:23])[CH3:22])[CH:13]([CH3:14])[CH3:15])[N:7]=1)=[O:5])[CH3:2], predict the reactants needed to synthesize it. The reactants are: [CH2:1]([O:3][C:4]([C:6]1[CH:11]=[CH:10][CH:9]=[C:8](Br)[N:7]=1)=[O:5])[CH3:2].[CH:13]([Si:16]([CH:21]([CH3:23])[CH3:22])([CH:18]([CH3:20])[CH3:19])[SH:17])([CH3:15])[CH3:14]. (4) Given the product [CH2:6]([N:13]([CH2:14][CH3:15])[C:3](=[O:4])[CH2:2][N:26]([S:23]([C:18]1[C:17]([CH3:16])=[CH:22][CH:21]=[CH:20][CH:19]=1)(=[O:24])=[O:25])[C:27]1[CH:32]=[CH:31][C:30]([CH3:33])=[CH:29][CH:28]=1)[C:7]1[CH:12]=[CH:11][CH:10]=[CH:9][CH:8]=1, predict the reactants needed to synthesize it. The reactants are: Br[CH2:2][C:3](Br)=[O:4].[CH2:6]([NH:13][CH2:14][CH3:15])[C:7]1[CH:12]=[CH:11][CH:10]=[CH:9][CH:8]=1.[CH3:16][C:17]1[CH:22]=[CH:21][CH:20]=[CH:19][C:18]=1[S:23]([NH:26][C:27]1[CH:32]=[CH:31][C:30]([CH3:33])=[CH:29][CH:28]=1)(=[O:25])=[O:24]. (5) Given the product [CH3:25][O:24][C:7]1[CH:6]=[CH:5][C:4]2[N:3]=[C:2]([NH:45][C:42]3[CH:41]=[CH:40][C:39]([N:36]4[CH2:37][CH2:38][NH:33][CH2:34][CH2:35]4)=[CH:44][CH:43]=3)[C:11]3=[N:12][NH:13][CH:14]=[C:10]3[C:9]=2[CH:8]=1, predict the reactants needed to synthesize it. The reactants are: Cl[C:2]1[C:11]2=[N:12][N:13](CC3C=CC(OC)=CC=3)[CH:14]=[C:10]2[C:9]2[CH:8]=[C:7]([O:24][CH3:25])[CH:6]=[CH:5][C:4]=2[N:3]=1.C(OC([N:33]1[CH2:38][CH2:37][N:36]([C:39]2[CH:44]=[CH:43][C:42]([NH2:45])=[CH:41][CH:40]=2)[CH2:35][CH2:34]1)=O)(C)(C)C.Cl. (6) Given the product [Cl:1][C:2]1[S:6][C:5]([S:7]([NH:10][C@H:11]([CH:19]([OH:20])[CH3:21])[C@H:12]([CH3:18])[CH2:13][C:14]([F:15])([F:16])[F:17])(=[O:9])=[O:8])=[CH:4][CH:3]=1, predict the reactants needed to synthesize it. The reactants are: [Cl:1][C:2]1[S:6][C:5]([S:7]([NH:10][C@H:11]([CH:19]=[O:20])[C@H:12]([CH3:18])[CH2:13][C:14]([F:17])([F:16])[F:15])(=[O:9])=[O:8])=[CH:4][CH:3]=1.[CH3:21][Mg]Br.CCOC(C)=O.CCCCCC.